This data is from Catalyst prediction with 721,799 reactions and 888 catalyst types from USPTO. The task is: Predict which catalyst facilitates the given reaction. (1) Reactant: [CH3:1][O:2][C:3](=[O:18])[C:4]([C:12]1[CH:17]=[CH:16][CH:15]=[CH:14][CH:13]=1)([N:6]1[CH2:11][CH2:10][CH2:9][CH2:8][CH2:7]1)[CH3:5].[N:19]12[CH2:26]C[CH:22]([CH2:23][CH2:24]1)[C@@H:21](O)[CH2:20]2.[H-].[Na+]. Product: [N:19]12[CH2:24][CH2:23][CH:22]([CH2:21][CH2:20]1)[C@@H:1]([O:2][C:3](=[O:18])[C:4]([C:12]1[CH:13]=[CH:14][CH:15]=[CH:16][CH:17]=1)([N:6]1[CH2:7][CH2:8][CH2:9][CH2:10][CH2:11]1)[CH3:5])[CH2:26]2. The catalyst class is: 93. (2) Reactant: [N:1]([CH2:4][CH:5]1[CH2:9][C:8]2[CH:10]=[CH:11][C:12]([Cl:21])=[C:13]([C:14]3[CH:19]=[CH:18][CH:17]=[CH:16][C:15]=3[CH3:20])[C:7]=2[O:6]1)=[N+]=[N-].C1(P(C2C=CC=CC=2)C2C=CC=CC=2)C=CC=CC=1. Product: [Cl:21][C:12]1[CH:11]=[CH:10][C:8]2[CH2:9][CH:5]([CH2:4][NH2:1])[O:6][C:7]=2[C:13]=1[C:14]1[CH:19]=[CH:18][CH:17]=[CH:16][C:15]=1[CH3:20]. The catalyst class is: 7. (3) Reactant: [CH:1]1([N:4]2[C:11](=[O:12])[CH2:10][CH2:9][NH:8][C:7]3[CH:13]=[CH:14][C:15]([O:17][CH3:18])=[CH:16][C:6]=3[CH2:5]2)[CH2:3][CH2:2]1.C(O)(=O)C.[Cl:23][C:24]1[CH:29]=[CH:28][C:27]([CH2:30][CH:31]=O)=[CH:26][CH:25]=1.C(O[BH-](OC(=O)C)OC(=O)C)(=O)C.[Na+].C(=O)(O)[O-].[Na+]. Product: [Cl:23][C:24]1[CH:29]=[CH:28][C:27]([CH2:30][CH2:31][N:8]2[CH2:9][CH2:10][C:11](=[O:12])[N:4]([CH:1]3[CH2:2][CH2:3]3)[CH2:5][C:6]3[CH:16]=[C:15]([O:17][CH3:18])[CH:14]=[CH:13][C:7]2=3)=[CH:26][CH:25]=1. The catalyst class is: 68. (4) Reactant: [CH2:1]([O:8][CH2:9][C@@H:10]([OH:12])[CH3:11])[C:2]1[CH:7]=[CH:6][CH:5]=[CH:4][CH:3]=1.[H-].[Na+].[CH3:15]I.[Cl-].[NH4+]. Product: [CH3:15][O:12][C@@H:10]([CH3:11])[CH2:9][O:8][CH2:1][C:2]1[CH:7]=[CH:6][CH:5]=[CH:4][CH:3]=1. The catalyst class is: 7. (5) Reactant: [Li+].[CH3:2]C([N-]C(C)C)C.[C:9]1([S:15]([N:18]2[C:26]3[C:21](=[CH:22][C:23]([Br:28])=[CH:24][C:25]=3[F:27])[CH:20]=[CH:19]2)(=[O:17])=[O:16])[CH:14]=[CH:13][CH:12]=[CH:11][CH:10]=1.IC. Product: [C:9]1([S:15]([N:18]2[C:26]3[C:21](=[CH:22][C:23]([Br:28])=[CH:24][C:25]=3[F:27])[CH:20]=[C:19]2[CH3:2])(=[O:17])=[O:16])[CH:10]=[CH:11][CH:12]=[CH:13][CH:14]=1. The catalyst class is: 1. (6) Reactant: [Cl:1][C:2]1[CH:3]=[C:4]([CH:9]([O:13][CH:14]2[CH2:19][CH2:18][O:17][CH2:16][CH2:15]2)[C:10]([NH2:12])=[O:11])[CH:5]=[CH:6][C:7]=1[Cl:8].[CH3:20][N:21]=[C:22]=[O:23]. Product: [Cl:1][C:2]1[CH:3]=[C:4]([CH:9]([O:13][CH:14]2[CH2:19][CH2:18][O:17][CH2:16][CH2:15]2)[C:10]([NH:12][C:22]([NH:21][CH3:20])=[O:23])=[O:11])[CH:5]=[CH:6][C:7]=1[Cl:8]. The catalyst class is: 11. (7) Reactant: [CH2:1]([N:8]1[CH2:12][CH2:11][C@@H:10]([OH:13])[CH2:9]1)[C:2]1[CH:7]=[CH:6][CH:5]=[CH:4][CH:3]=1.[Cl:14][C:15]1[CH:29]=[CH:28][C:18]([CH:19](O)[C:20]2[CH:25]=[CH:24][C:23]([Cl:26])=[CH:22][CH:21]=2)=[CH:17][CH:16]=1.C1(C)C=CC(S(O)(=O)=O)=CC=1. Product: [CH2:1]([N:8]1[CH2:12][CH2:11][C@@H:10]([O:13][CH:19]([C:18]2[CH:28]=[CH:29][C:15]([Cl:14])=[CH:16][CH:17]=2)[C:20]2[CH:21]=[CH:22][C:23]([Cl:26])=[CH:24][CH:25]=2)[CH2:9]1)[C:2]1[CH:3]=[CH:4][CH:5]=[CH:6][CH:7]=1. The catalyst class is: 11. (8) Reactant: [CH3:1][C:2]1[C:11]([C:12]([O:14][CH3:15])=[O:13])=[CH:10][N:9]2[C:3]=1[C:4]([NH:6][CH2:7][NH:8]2)=O.P(Cl)(Cl)([Cl:18])=O.CCN(C(C)C)C(C)C. Product: [CH3:1][C:2]1[C:11]([C:12]([O:14][CH3:15])=[O:13])=[CH:10][N:9]2[C:3]=1[C:4]([Cl:18])=[N:6][CH:7]=[N:8]2. The catalyst class is: 11. (9) Reactant: [C:1]([O:4][C@@H:5]1[CH2:10][CH2:9][CH2:8][CH2:7][C@H:6]1[C:11]1[CH:16]=[CH:15][CH:14]=[CH:13][CH:12]=1)(=[O:3])[CH3:2].[I:17]N1C(=O)CCC1=O. Product: [C:1]([O:4][C@@H:5]1[CH2:10][CH2:9][CH2:8][CH2:7][C@H:6]1[C:11]1[CH:16]=[CH:15][C:14]([I:17])=[CH:13][CH:12]=1)(=[O:3])[CH3:2]. The catalyst class is: 67.